This data is from Full USPTO retrosynthesis dataset with 1.9M reactions from patents (1976-2016). The task is: Predict the reactants needed to synthesize the given product. (1) Given the product [NH:25]([C:61]([O:63][C:64]([CH3:66])([CH3:65])[CH3:67])=[O:62])[C@H:26]([C:42]([NH:44][C@H:45]([C:50]([N:52]1[CH2:60][CH2:59][CH2:58][C@H:53]1[C:54]([O:56][CH3:57])=[O:55])=[O:51])[CH2:46][CH:47]([CH3:49])[CH3:48])=[O:43])[CH2:27][C:28]1[CH:29]=[CH:30][C:31]([OH:34])=[CH:32][CH:33]=1, predict the reactants needed to synthesize it. The reactants are: N(C(OC(C)(C)C)=O)[C@H](C(N1CCC[C@H]1C(OC)=O)=O)CC(C)C.[NH:25]([C:61]([O:63][C:64]([CH3:67])([CH3:66])[CH3:65])=[O:62])[C@H:26]([C:42]([NH:44][C@H:45]([C:50]([N:52]1[CH2:60][CH2:59][CH2:58][C@H:53]1[C:54]([O:56][CH3:57])=[O:55])=[O:51])[CH2:46][CH:47]([CH3:49])[CH3:48])=[O:43])[CH2:27][C:28]1[CH:33]=[CH:32][C:31]([O:34]CC2C=CC=CC=2)=[CH:30][CH:29]=1. (2) Given the product [CH3:1][O:2][C:3]1[CH:4]=[C:5]([CH:31]=[CH:32][C:33]=1[O:34][CH3:35])[CH2:6][CH:7]1[C:16]2[C:11](=[C:12]([O:19][CH2:37][CH2:38][F:39])[CH:13]=[CH:14][C:15]=2[O:17][CH3:18])[CH2:10][CH2:9][N:8]1[CH2:20][C:21]([NH:23][CH2:24][C:25]1[CH:30]=[CH:29][CH:28]=[CH:27][N:26]=1)=[O:22], predict the reactants needed to synthesize it. The reactants are: [CH3:1][O:2][C:3]1[CH:4]=[C:5]([CH:31]=[CH:32][C:33]=1[O:34][CH3:35])[CH2:6][CH:7]1[C:16]2[C:11](=[C:12]([OH:19])[CH:13]=[CH:14][C:15]=2[O:17][CH3:18])[CH2:10][CH2:9][N:8]1[CH2:20][C:21]([NH:23][CH2:24][C:25]1[CH:30]=[CH:29][CH:28]=[CH:27][N:26]=1)=[O:22].Br[CH2:37][CH2:38][F:39].